This data is from Retrosynthesis with 50K atom-mapped reactions and 10 reaction types from USPTO. The task is: Predict the reactants needed to synthesize the given product. Given the product COc1ccc2c(Cc3cccc(C(=O)O)n3)c(-c3cccc(C(F)(F)F)c3)nn2c1, predict the reactants needed to synthesize it. The reactants are: COC(=O)c1cccc(Cc2c(-c3cccc(C(F)(F)F)c3)nn3cc(OC)ccc23)n1.